Dataset: Forward reaction prediction with 1.9M reactions from USPTO patents (1976-2016). Task: Predict the product of the given reaction. (1) Given the reactants C(OC(C1C([C:11]2[CH:16]=[CH:15][C:14](N)=[CH:13][CH:12]=2)=NOC=1[C:11]1[CH:16]=[CH:15][CH:14]=[CH:13][CH:12]=1)=O)C.[CH2:24]([O:26][C:27]([C:29]1[O:33][N:32]=[C:31]([C:34]2[CH:39]=[CH:38][C:37]([NH:40][C:41]([NH:43][C:44]3[CH:49]=[CH:48][CH:47]=[CH:46][CH:45]=3)=[O:42])=[CH:36][CH:35]=2)[CH:30]=1)=[O:28])[CH3:25].[K+].[Br-], predict the reaction product. The product is: [CH2:24]([O:26][C:27]([C:29]1[O:33][N:32]=[C:31]([C:34]2[CH:35]=[CH:36][C:37]([NH:40][C:41]([NH:43][C:44]3[CH:49]=[CH:48][CH:47]=[CH:46][CH:45]=3)=[O:42])=[CH:38][CH:39]=2)[C:30]=1[C:11]1[CH:16]=[CH:15][CH:14]=[CH:13][CH:12]=1)=[O:28])[CH3:25]. (2) Given the reactants [NH2:1][C@@H:2]([C:10]([NH2:12])=[O:11])[CH2:3][C:4]1[CH:9]=[CH:8][CH:7]=[CH:6][CH:5]=1.[CH2:13]1[CH2:19][S:16](=[O:18])(=[O:17])[O:15][CH2:14]1, predict the reaction product. The product is: [C:10]([C@H:2]([NH:1][CH2:14][CH2:13][CH2:19][S:16]([OH:18])(=[O:17])=[O:15])[CH2:3][C:4]1[CH:9]=[CH:8][CH:7]=[CH:6][CH:5]=1)(=[O:11])[NH2:12]. (3) Given the reactants [Cl:1][C:2]1[N:3]=[C:4](Cl)[C:5]2[S:10][CH:9]=[CH:8][C:6]=2[N:7]=1.[NH:12]1[CH2:17][CH2:16][O:15][CH2:14][CH2:13]1, predict the reaction product. The product is: [Cl:1][C:2]1[N:3]=[C:4]([N:12]2[CH2:17][CH2:16][O:15][CH2:14][CH2:13]2)[C:5]2[S:10][CH:9]=[CH:8][C:6]=2[N:7]=1.